Dataset: Full USPTO retrosynthesis dataset with 1.9M reactions from patents (1976-2016). Task: Predict the reactants needed to synthesize the given product. The reactants are: [CH3:1][C:2]1[S:6][C:5]([C:7]([OH:9])=[O:8])=[CH:4][CH:3]=1.OS(O)(=O)=O.[CH2:15](O)[CH3:16]. Given the product [CH2:15]([O:8][C:7]([C:5]1[S:6][C:2]([CH3:1])=[CH:3][CH:4]=1)=[O:9])[CH3:16], predict the reactants needed to synthesize it.